This data is from Reaction yield outcomes from USPTO patents with 853,638 reactions. The task is: Predict the reaction yield, written as a fraction of the theoretical maximum amount of product (1.0 means a 100% yield; for example, 0.34 means a 34% yield). (1) The reactants are [CH:1]([C:3]1N[N:6]([CH3:8])[CH:5]([C:9]([OH:11])=O)[C:4]=1[CH3:12])=[O:2].[CH3:13]N(C)CCCN=C=NCC.O.ON1C2C=CC=CC=2N=N1.C(N(CC)CC)C.[C:42]([NH:49][CH2:50][CH2:51][CH2:52][NH2:53])([O:44][C:45]([CH3:48])([CH3:47])[CH3:46])=[O:43].C(=O)(O)[O-].[Na+].[OH-].[Na+]. The catalyst is CN(C)C=O.[Cl-].[Na+].O.O. The product is [C:45]([O:44][C:42](=[O:43])[NH:49][CH2:50][CH2:51][CH2:52][NH:53][C:1]([C:3]1[C:4]([CH3:12])=[C:5]([CH:9]=[O:11])[NH:6][C:8]=1[CH3:13])=[O:2])([CH3:46])([CH3:47])[CH3:48]. The yield is 0.520. (2) The reactants are [NH2:1][C:2]1[CH:7]=[CH:6][C:5]([C:8]([C:13]2[CH:26]=[CH:25][C:16]([O:17][CH2:18][C:19](=[O:24])[C:20]([CH3:23])([CH3:22])[CH3:21])=[C:15]([CH3:27])[CH:14]=2)([CH2:11][CH3:12])[CH2:9][CH3:10])=[CH:4][C:3]=1[CH3:28].C(N(CC)CC)C.C(Cl)Cl.[CH3:39][S:40](Cl)(=[O:42])=[O:41]. The catalyst is C(Cl)Cl.ClCCl. The product is [CH3:21][C:20]([CH3:22])([CH3:23])[C:19](=[O:24])[CH2:18][O:17][C:16]1[CH:25]=[CH:26][C:13]([C:8]([C:5]2[CH:6]=[CH:7][C:2]([NH:1][S:40]([CH3:39])(=[O:42])=[O:41])=[C:3]([CH3:28])[CH:4]=2)([CH2:11][CH3:12])[CH2:9][CH3:10])=[CH:14][C:15]=1[CH3:27]. The yield is 0.870. (3) The reactants are [CH2:1]([O:3][C:4]([C:6]1[C:12]2[NH:13][C:14]3[C:15]([OH:20])=[CH:16][CH:17]=[CH:18][C:19]=3[C:11]=2[CH2:10][CH2:9][N:8]([C:21](=[O:29])[C:22]2[CH:27]=[CH:26][C:25]([F:28])=[CH:24][CH:23]=2)[CH:7]=1)=[O:5])[CH3:2].[C:30](=O)([O-])[O-].[K+].[K+].CI. The catalyst is CC(C)=O. The product is [CH2:1]([O:3][C:4]([C:6]1[C:12]2[NH:13][C:14]3[C:15]([O:20][CH3:30])=[CH:16][CH:17]=[CH:18][C:19]=3[C:11]=2[CH2:10][CH2:9][N:8]([C:21](=[O:29])[C:22]2[CH:27]=[CH:26][C:25]([F:28])=[CH:24][CH:23]=2)[CH:7]=1)=[O:5])[CH3:2]. The yield is 0.550.